This data is from Peptide-MHC class II binding affinity with 134,281 pairs from IEDB. The task is: Regression. Given a peptide amino acid sequence and an MHC pseudo amino acid sequence, predict their binding affinity value. This is MHC class II binding data. (1) The peptide sequence is LLYCFRKDMDKVETF. The MHC is DRB1_1302 with pseudo-sequence DRB1_1302. The binding affinity (normalized) is 0.150. (2) The peptide sequence is IVEFAKLAKQFEERDAVLLG. The binding affinity (normalized) is 0.320. The MHC is HLA-DQA10301-DQB10302 with pseudo-sequence HLA-DQA10301-DQB10302. (3) The peptide sequence is KEADYSQIPISINYR. The MHC is DRB1_1001 with pseudo-sequence DRB1_1001. The binding affinity (normalized) is 0.855. (4) The peptide sequence is GFGMLLRKYGIAAENVIDVK. The MHC is HLA-DQA10501-DQB10201 with pseudo-sequence HLA-DQA10501-DQB10201. The binding affinity (normalized) is 0.647. (5) The peptide sequence is KSLAGPISQHNHRPG. The MHC is DRB1_0405 with pseudo-sequence DRB1_0405. The binding affinity (normalized) is 0.